From a dataset of Full USPTO retrosynthesis dataset with 1.9M reactions from patents (1976-2016). Predict the reactants needed to synthesize the given product. Given the product [CH2:47]([O:54][C:55]1[CH:81]=[CH:80][C:79]([N:1]2[CH2:6][CH2:5][CH2:4][CH2:3][CH2:2]2)=[CH:78][C:56]=1[C:57]([NH:59][C:60]1[CH:69]=[C:68]([C:70]2[CH:71]=[CH:72][CH:73]=[CH:74][CH:75]=2)[C:67]([O:76][CH3:77])=[CH:66][C:61]=1[C:62]([O:64][CH3:65])=[O:63])=[O:58])[C:48]1[CH:49]=[CH:50][CH:51]=[CH:52][CH:53]=1, predict the reactants needed to synthesize it. The reactants are: [NH:1]1[CH2:6][CH2:5][CH2:4][CH2:3][CH2:2]1.C(=O)([O-])[O-].[Cs+].[Cs+].C1(P(C2CCCCC2)C2C=CC=CC=2C2C(C(C)C)=CC(C(C)C)=CC=2C(C)C)CCCCC1.[CH2:47]([O:54][C:55]1[CH:81]=[CH:80][C:79](Br)=[CH:78][C:56]=1[C:57]([NH:59][C:60]1[CH:69]=[C:68]([C:70]2[CH:75]=[CH:74][CH:73]=[CH:72][CH:71]=2)[C:67]([O:76][CH3:77])=[CH:66][C:61]=1[C:62]([O:64][CH3:65])=[O:63])=[O:58])[C:48]1[CH:53]=[CH:52][CH:51]=[CH:50][CH:49]=1.